This data is from Full USPTO retrosynthesis dataset with 1.9M reactions from patents (1976-2016). The task is: Predict the reactants needed to synthesize the given product. (1) Given the product [N:1]1([CH2:10][C:11]2[N:16]=[C:15]3[S:17][C:18]4[CH2:23][S:22](=[O:41])[CH2:21][CH2:20][C:19]=4[C:14]3=[C:13]([C:24]3[CH:25]=[CH:26][C:27]([O:30][CH3:31])=[CH:28][CH:29]=3)[C:12]=2[Cl:32])[C:5]2[CH:6]=[CH:7][CH:8]=[CH:9][C:4]=2[N:3]=[CH:2]1, predict the reactants needed to synthesize it. The reactants are: [N:1]1([CH2:10][C:11]2[N:16]=[C:15]3[S:17][C:18]4[CH2:23][S:22][CH2:21][CH2:20][C:19]=4[C:14]3=[C:13]([C:24]3[CH:29]=[CH:28][C:27]([O:30][CH3:31])=[CH:26][CH:25]=3)[C:12]=2[Cl:32])[C:5]2[CH:6]=[CH:7][CH:8]=[CH:9][C:4]=2[N:3]=[CH:2]1.ClC1C=CC=C(C(OO)=[O:41])C=1.O. (2) Given the product [F:27][C:28]1[CH:35]=[C:34]([F:36])[CH:33]=[CH:32][C:29]=1[CH2:30][O:1][C:2]1[N:3]=[C:4]([CH3:20])[N:5]([CH2:9][C:10]2[CH:19]=[CH:18][C:13]([C:14]([O:16][CH3:17])=[O:15])=[CH:12][CH:11]=2)[C:6](=[O:8])[CH:7]=1, predict the reactants needed to synthesize it. The reactants are: [OH:1][C:2]1[N:3]=[C:4]([CH3:20])[N:5]([CH2:9][C:10]2[CH:19]=[CH:18][C:13]([C:14]([O:16][CH3:17])=[O:15])=[CH:12][CH:11]=2)[C:6](=[O:8])[CH:7]=1.C(=O)([O-])[O-].[K+].[K+].[F:27][C:28]1[CH:35]=[C:34]([F:36])[CH:33]=[CH:32][C:29]=1[CH2:30]Br. (3) Given the product [CH3:7][O:8][C:9]1[CH:14]=[CH:13][CH:12]=[CH:11][C:10]=1[PH:15][C:17]1[CH:22]=[CH:21][CH:20]=[CH:19][CH:18]=1, predict the reactants needed to synthesize it. The reactants are: [H-].[Al+3].[Li+].[H-].[H-].[H-].[CH3:7][O:8][C:9]1[CH:14]=[CH:13][CH:12]=[CH:11][C:10]=1[P:15]([C:17]1[CH:22]=[CH:21][CH:20]=[CH:19][CH:18]=1)Cl. (4) Given the product [CH2:13]([N:15]1[C:19]2[N:20]=[C:21]([C:30]3[CH:35]=[CH:34][C:33]([NH:36][C:5]([NH:37][C:38]4[CH:43]=[CH:42][N:41]=[CH:40][CH:39]=4)=[O:11])=[CH:32][CH:31]=3)[N:22]=[C:23]([N:24]3[CH2:25][CH2:26][O:27][CH2:28][CH2:29]3)[C:18]=2[N:17]=[N:16]1)[CH3:14], predict the reactants needed to synthesize it. The reactants are: ClC(Cl)(O[C:5](=[O:11])OC(Cl)(Cl)Cl)Cl.[CH2:13]([N:15]1[C:19]2[N:20]=[C:21]([C:30]3[CH:35]=[CH:34][C:33]([NH2:36])=[CH:32][CH:31]=3)[N:22]=[C:23]([N:24]3[CH2:29][CH2:28][O:27][CH2:26][CH2:25]3)[C:18]=2[N:17]=[N:16]1)[CH3:14].[NH2:37][C:38]1[CH:43]=[CH:42][N:41]=[CH:40][CH:39]=1.CCN(CC)CC. (5) Given the product [OH:2][C:3]1[CH:8]=[C:7]([CH2:9][NH:10][CH2:11][CH2:12][N:13]2[C:22]3[C:17]([C:18](=[O:24])[NH:19][C:20](=[O:23])[N:21]=3)=[N:16][C:15]3[CH:25]=[C:26]([CH3:30])[C:27]([CH3:29])=[CH:28][C:14]2=3)[CH:6]=[CH:5][N:4]=1, predict the reactants needed to synthesize it. The reactants are: C[O:2][C:3]1[CH:8]=[C:7]([CH2:9][NH:10][CH2:11][CH2:12][N:13]2[C:22]3[C:17]([C:18](=[O:24])[NH:19][C:20](=[O:23])[N:21]=3)=[N:16][C:15]3[CH:25]=[C:26]([CH3:30])[C:27]([CH3:29])=[CH:28][C:14]2=3)[CH:6]=[CH:5][N:4]=1.[Na+].[I-]. (6) Given the product [Cl:46][C:47]1[CH:52]=[CH:51][N:50]=[C:49]([CH2:53][NH:54][C:55]2[O:56][C:57]3[C:63]([O:64][CH3:65])=[CH:62][C:61]([C:66]([N:39]4[CH:38]([C:41]([OH:44])([CH3:43])[CH3:42])[CH2:37][O:36][C:35]([CH3:45])([CH3:34])[CH2:40]4)=[O:67])=[CH:60][C:58]=3[N:59]=2)[CH:48]=1, predict the reactants needed to synthesize it. The reactants are: C(N(CC)C(C)C)(C)C.CN(C(ON1N=NC2C=CC=NC1=2)=[N+](C)C)C.F[P-](F)(F)(F)(F)F.[CH3:34][C:35]1([CH3:45])[CH2:40][NH:39][CH:38]([C:41]([OH:44])([CH3:43])[CH3:42])[CH2:37][O:36]1.[Cl:46][C:47]1[CH:52]=[CH:51][N:50]=[C:49]([CH2:53][NH:54][C:55]2[O:56][C:57]3[C:63]([O:64][CH3:65])=[CH:62][C:61]([C:66](O)=[O:67])=[CH:60][C:58]=3[N:59]=2)[CH:48]=1.